From a dataset of Peptide-MHC class I binding affinity with 185,985 pairs from IEDB/IMGT. Regression. Given a peptide amino acid sequence and an MHC pseudo amino acid sequence, predict their binding affinity value. This is MHC class I binding data. The peptide sequence is EIKDRILSY. The MHC is HLA-A02:19 with pseudo-sequence HLA-A02:19. The binding affinity (normalized) is 0.0847.